This data is from Forward reaction prediction with 1.9M reactions from USPTO patents (1976-2016). The task is: Predict the product of the given reaction. Given the reactants [CH3:1][N:2]1[CH:6]2[CH:7]([C:19]([OH:21])=[O:20])[CH:8]([O:10][C:11]([C:13]3[CH:18]=[CH:17][CH:16]=[CH:15][CH:14]=3)=[O:12])[CH2:9][CH:3]1[CH2:4][CH2:5]2.ON1C(=O)CC[C:24]1=O, predict the reaction product. The product is: [CH3:1][N:2]1[C@H:6]2[C@@H:7]([C:19]([O:21][CH3:24])=[O:20])[C@@H:8]([O:10][C:11]([C:13]3[CH:14]=[CH:15][CH:16]=[CH:17][CH:18]=3)=[O:12])[CH2:9][C@@H:3]1[CH2:4][CH2:5]2.